Dataset: Forward reaction prediction with 1.9M reactions from USPTO patents (1976-2016). Task: Predict the product of the given reaction. Given the reactants [NH2:1][C:2]1[C:3]([NH2:9])=[C:4](C)[CH:5]=[CH:6][CH:7]=1.[C:10](OCC)(=O)C, predict the reaction product. The product is: [N:9]1[C:3]2[CH:4]=[CH:5][CH:6]=[CH:7][C:2]=2[NH:1][CH:10]=1.